This data is from Full USPTO retrosynthesis dataset with 1.9M reactions from patents (1976-2016). The task is: Predict the reactants needed to synthesize the given product. Given the product [Br:1][C:2]1[C:7]([C:8]([F:11])([F:10])[F:9])=[CH:6][CH:5]=[CH:4][C:3]=1[CH:12]([O:17][C:3]([CH3:12])([CH3:4])[CH3:2])[C:13]([O:15][CH3:16])=[O:14], predict the reactants needed to synthesize it. The reactants are: [Br:1][C:2]1[C:7]([C:8]([F:11])([F:10])[F:9])=[CH:6][CH:5]=[CH:4][C:3]=1[CH:12]([OH:17])[C:13]([O:15][CH3:16])=[O:14].Cl(O)(=O)(=O)=O.C(=O)(O)[O-].[Na+].